Task: Predict the reactants needed to synthesize the given product.. Dataset: Full USPTO retrosynthesis dataset with 1.9M reactions from patents (1976-2016) (1) Given the product [CH3:26][O:25][C:23]1[CH:22]=[C:19]([CH:20]([C:2]2[CH:7]=[CH:6][CH:5]=[C:4]([O:8][CH3:9])[CH:3]=2)[OH:21])[CH:18]=[C:17]([O:16][CH3:15])[CH:24]=1, predict the reactants needed to synthesize it. The reactants are: Br[C:2]1[CH:7]=[CH:6][CH:5]=[C:4]([O:8][CH3:9])[CH:3]=1.C([Li])CCC.[CH3:15][O:16][C:17]1[CH:18]=[C:19]([CH:22]=[C:23]([O:25][CH3:26])[CH:24]=1)[CH:20]=[O:21].CC(O)C. (2) Given the product [CH2:12]([CH:3]1[CH2:4][CH2:5][CH2:6][CH2:7][C:2]1=[O:8])[CH:11]=[CH2:10], predict the reactants needed to synthesize it. The reactants are: O.[C:2]1(=[O:8])[CH2:7][CH2:6][CH2:5][CH2:4][CH2:3]1.N1C[CH2:12][CH2:11][CH2:10]1.C(Br)C=C.